From a dataset of Reaction yield outcomes from USPTO patents with 853,638 reactions. Predict the reaction yield, written as a fraction of the theoretical maximum amount of product (1.0 means a 100% yield; for example, 0.34 means a 34% yield). (1) The reactants are [F:1][C:2]1[CH:7]=[CH:6][C:5]([F:8])=[CH:4][C:3]=1[CH:9]([S:13]([C:16]1[CH:21]=[CH:20][C:19]([CH3:22])=[CH:18][CH:17]=1)(=[O:15])=[O:14])[NH:10][CH:11]=O.P(Cl)(Cl)(Cl)=O.N1C(C)=CC=CC=1C. The catalyst is O1CCCC1. The product is [C:19]1([CH3:22])[CH:18]=[CH:17][C:16]([S:13]([CH:9]([N+:10]#[C-:11])[C:3]2[CH:4]=[C:5]([F:8])[CH:6]=[CH:7][C:2]=2[F:1])(=[O:15])=[O:14])=[CH:21][CH:20]=1. The yield is 0.680. (2) The reactants are [C:1]([O:5][C:6](=[O:9])[CH2:7][NH2:8])([CH3:4])([CH3:3])[CH3:2].[CH3:10][C:11]1([CH2:17][CH:18]=O)[CH2:16][CH2:15][CH2:14][CH2:13][CH2:12]1. The catalyst is C(Cl)Cl. The product is [C:1]([O:5][C:6](=[O:9])[CH2:7]/[N:8]=[CH:18]/[CH2:17][C:11]1([CH3:10])[CH2:16][CH2:15][CH2:14][CH2:13][CH2:12]1)([CH3:4])([CH3:3])[CH3:2]. The yield is 0.950. (3) The reactants are [C:1]([C:4]1[CH:11]=[C:10]([CH3:12])[C:7]([C:8]#[N:9])=[C:6]([I:13])[C:5]=1[OH:14])(=[O:3])[CH3:2].C(=O)([O-])[O-].[K+].[K+].[CH2:21](I)[CH3:22]. The catalyst is CN(C)C=O.C(OCC)(=O)C. The product is [C:1]([C:4]1[CH:11]=[C:10]([CH3:12])[C:7]([C:8]#[N:9])=[C:6]([I:13])[C:5]=1[O:14][CH2:21][CH3:22])(=[O:3])[CH3:2]. The yield is 0.960.